From a dataset of Forward reaction prediction with 1.9M reactions from USPTO patents (1976-2016). Predict the product of the given reaction. (1) The product is: [CH3:36][NH:37][C:38]([C:40]1([C:43]2[CH:48]=[CH:47][CH:46]=[C:45]([C:16]3[CH:15]=[CH:14][C:13]([C@@H:11]([N:7]4[CH2:6][CH2:5][C@:4]([CH2:3][C:2]([OH:1])([CH3:34])[CH3:35])([C:28]5[CH:33]=[CH:32][CH:31]=[CH:30][CH:29]=5)[O:9][C:8]4=[O:10])[CH3:12])=[CH:18][CH:17]=3)[N:44]=2)[CH2:42][CH2:41]1)=[O:39]. Given the reactants [OH:1][C:2]([CH3:35])([CH3:34])[CH2:3][C@@:4]1([C:28]2[CH:33]=[CH:32][CH:31]=[CH:30][CH:29]=2)[O:9][C:8](=[O:10])[N:7]([C@H:11]([C:13]2[CH:18]=[CH:17][C:16](B3OC(C)(C)C(C)(C)O3)=[CH:15][CH:14]=2)[CH3:12])[CH2:6][CH2:5]1.[CH3:36][NH:37][C:38]([C:40]1([C:43]2[CH:48]=[CH:47][CH:46]=[C:45](Br)[N:44]=2)[CH2:42][CH2:41]1)=[O:39], predict the reaction product. (2) Given the reactants [NH2:1][C:2]1[N:7]=[C:6]([N:8]2[C@H:13]([CH3:14])[CH2:12][CH2:11][C@H:10]([C:15]([OH:17])=O)[CH2:9]2)[CH:5]=[C:4]([C:18]2[CH:23]=[CH:22][C:21]([C:24]#[N:25])=[C:20]([F:26])[CH:19]=2)[N:3]=1.CN(C(ON1N=NC2C=CC=NC1=2)=[N+](C)C)C.F[P-](F)(F)(F)(F)F.CCN(C(C)C)C(C)C.[CH2:60]([NH2:67])[C:61]1[CH:66]=[CH:65][CH:64]=[CH:63][CH:62]=1, predict the reaction product. The product is: [NH2:1][C:2]1[N:7]=[C:6]([N:8]2[C@H:13]([CH3:14])[CH2:12][CH2:11][C@H:10]([C:15]([NH:67][CH2:60][C:61]3[CH:66]=[CH:65][CH:64]=[CH:63][CH:62]=3)=[O:17])[CH2:9]2)[CH:5]=[C:4]([C:18]2[CH:23]=[CH:22][C:21]([C:24]#[N:25])=[C:20]([F:26])[CH:19]=2)[N:3]=1. (3) Given the reactants C1C=CC2N(O)N=NC=2C=1.C(Cl)Cl.[OH:14][N:15]=[C:16]([C:18]1[S:22][C:21]([C:23]([OH:25])=O)=[CH:20][CH:19]=1)[CH3:17].[C:26]([NH:43][NH2:44])([O:28][CH2:29][CH:30]1[C:42]2[C:37](=[CH:38][CH:39]=[CH:40][CH:41]=2)[C:36]2[C:31]1=[CH:32][CH:33]=[CH:34][CH:35]=2)=[O:27], predict the reaction product. The product is: [CH:32]1[C:31]2[CH:30]([CH2:29][O:28][C:26]([NH:43][NH:44][C:23]([C:21]3[S:22][C:18]([C:16](=[N:15][OH:14])[CH3:17])=[CH:19][CH:20]=3)=[O:25])=[O:27])[C:42]3[C:37](=[CH:38][CH:39]=[CH:40][CH:41]=3)[C:36]=2[CH:35]=[CH:34][CH:33]=1.